This data is from CYP2C19 inhibition data for predicting drug metabolism from PubChem BioAssay. The task is: Regression/Classification. Given a drug SMILES string, predict its absorption, distribution, metabolism, or excretion properties. Task type varies by dataset: regression for continuous measurements (e.g., permeability, clearance, half-life) or binary classification for categorical outcomes (e.g., BBB penetration, CYP inhibition). Dataset: cyp2c19_veith. (1) The molecule is O=c1cc(-c2ccc(O)cc2)oc2c([C@H]3O[C@@H](CO)[C@@H](O)[C@@H](O)[C@@H]3O)c(O)cc(O)c12. The result is 0 (non-inhibitor). (2) The drug is COc1c(Cl)cc(Cl)cc1CNCCNCCO.Cl. The result is 0 (non-inhibitor). (3) The drug is COc1ccc(C(=O)NN)cc1COc1ccc(Br)cc1. The result is 1 (inhibitor). (4) The compound is COC(=O)N1CCC[C@@]2(CCN(c3ccncc3)C2)C1. The result is 0 (non-inhibitor). (5) The compound is O=C(c1ccncc1)N1CCC2(CCCN(Cc3ccccc3)C2)CC1. The result is 0 (non-inhibitor).